Dataset: Reaction yield outcomes from USPTO patents with 853,638 reactions. Task: Predict the reaction yield, written as a fraction of the theoretical maximum amount of product (1.0 means a 100% yield; for example, 0.34 means a 34% yield). The reactants are CC1(C)[O:7][CH2:6][C:5]([NH:11]C(=O)OC(C)(C)C)([CH2:8][S:9][CH3:10])[CH2:4][O:3]1.[ClH:20]. The catalyst is CO. The product is [ClH:20].[NH2:11][C:5]([CH2:8][S:9][CH3:10])([CH2:6][OH:7])[CH2:4][OH:3]. The yield is 1.00.